This data is from Catalyst prediction with 721,799 reactions and 888 catalyst types from USPTO. The task is: Predict which catalyst facilitates the given reaction. Reactant: [CH2:1]([NH:3][C:4]([NH:6][C:7]1[S:8][C:9]2[C:15]([C:16]3[CH:21]=[CH:20][CH:19]=[CH:18][N:17]=3)=[CH:14][C:13]([N:22]3[CH:26]=[C:25]([CH:27]=[O:28])[N:24]=[N:23]3)=[CH:12][C:10]=2[N:11]=1)=[O:5])[CH3:2].Br[Mg][CH3:31].CCOCC.[NH4+].[Cl-]. Product: [CH2:1]([NH:3][C:4]([NH:6][C:7]1[S:8][C:9]2[C:15]([C:16]3[CH:21]=[CH:20][CH:19]=[CH:18][N:17]=3)=[CH:14][C:13]([N:22]3[CH:26]=[C:25]([CH:27]([OH:28])[CH3:31])[N:24]=[N:23]3)=[CH:12][C:10]=2[N:11]=1)=[O:5])[CH3:2]. The catalyst class is: 1.